Dataset: Reaction yield outcomes from USPTO patents with 853,638 reactions. Task: Predict the reaction yield, written as a fraction of the theoretical maximum amount of product (1.0 means a 100% yield; for example, 0.34 means a 34% yield). (1) The reactants are [C:1]([O:5][C:6]([NH:8][CH2:9][B-](F)(F)F)=[O:7])([CH3:4])([CH3:3])[CH3:2].[K+].C(=O)([O-])[O-].[Cs+].[Cs+].C1(P(C2CCCCC2)C2C=CC=CC=2C2C(OC)=CC=CC=2OC)CCCCC1.Br[C:51]1[CH:58]=[CH:57][C:56]([CH2:59][O:60][CH3:61])=[CH:55][C:52]=1[C:53]#[N:54]. The catalyst is CC([O-])=O.CC([O-])=O.[Pd+2].O1CCOCC1.O. The product is [C:53]([C:52]1[CH:55]=[C:56]([CH2:59][O:60][CH3:61])[CH:57]=[CH:58][C:51]=1[CH2:9][NH:8][C:6](=[O:7])[O:5][C:1]([CH3:4])([CH3:3])[CH3:2])#[N:54]. The yield is 0.350. (2) The reactants are C[O:2][C:3](=[O:47])[CH2:4][C@H:5]([OH:46])[CH2:6][C@H:7]([OH:45])[CH2:8][CH2:9][C:10]1[N:11]([CH:42]([CH3:44])[CH3:43])[C:12]([C:29](=[O:41])[NH:30][C@@H:31]([C:33]2[CH:38]=[CH:37][C:36]([O:39][CH3:40])=[CH:35][CH:34]=2)[CH3:32])=[C:13]([C:22]2[CH:27]=[CH:26][C:25]([F:28])=[CH:24][CH:23]=2)[C:14]=1[C:15]1[CH:20]=[CH:19][C:18]([F:21])=[CH:17][CH:16]=1.C(O)C.O.[OH-].[Na+:53]. The catalyst is CO.C(Cl)Cl. The product is [Na+:53].[F:21][C:18]1[CH:19]=[CH:20][C:15]([C:14]2[C:13]([C:22]3[CH:27]=[CH:26][C:25]([F:28])=[CH:24][CH:23]=3)=[C:12]([C:29](=[O:41])[NH:30][C@@H:31]([C:33]3[CH:38]=[CH:37][C:36]([O:39][CH3:40])=[CH:35][CH:34]=3)[CH3:32])[N:11]([CH:42]([CH3:44])[CH3:43])[C:10]=2[CH2:9][CH2:8][C@@H:7]([OH:45])[CH2:6][C@@H:5]([OH:46])[CH2:4][C:3]([O-:47])=[O:2])=[CH:16][CH:17]=1. The yield is 1.00.